Predict the product of the given reaction. From a dataset of Forward reaction prediction with 1.9M reactions from USPTO patents (1976-2016). Given the reactants [CH:1]1([N:4]2[CH2:9][CH2:8][N:7]([C:10]3[S:11][C:12]4[CH:18]=[C:17]([CH:19]=O)[CH:16]=[CH:15][C:13]=4[N:14]=3)[CH2:6][CH2:5]2)[CH2:3][CH2:2]1.[NH:21]1[CH2:26][CH2:25][O:24][CH2:23][CH2:22]1.C(O)(=O)C.[BH3-]C#N.[Na+], predict the reaction product. The product is: [CH:1]1([N:4]2[CH2:9][CH2:8][N:7]([C:10]3[S:11][C:12]4[CH:18]=[C:17]([CH2:19][N:21]5[CH2:26][CH2:25][O:24][CH2:23][CH2:22]5)[CH:16]=[CH:15][C:13]=4[N:14]=3)[CH2:6][CH2:5]2)[CH2:3][CH2:2]1.